Dataset: Forward reaction prediction with 1.9M reactions from USPTO patents (1976-2016). Task: Predict the product of the given reaction. The product is: [CH:3]1([C@H:7]([NH:9][C:10]2[C:11]3[N:20]([CH2:21][C:22]4[CH:27]=[CH:26][C:25]([C:28]([F:31])([F:30])[F:29])=[CH:24][N:23]=4)[C:19]([C:32]4[CH:37]=[CH:36][CH:35]=[C:34]([CH3:38])[CH:33]=4)=[CH:18][C:12]=3[N:13]=[C:40]([C:39]([OH:1])=[O:41])[N:15]=2)[CH3:8])[CH2:6][CH2:5][CH2:4]1.[C:25]([OH:41])([C:28]([F:31])([F:30])[F:29])=[O:1]. Given the reactants [OH-:1].[Na+].[CH:3]1([C@H:7]([NH:9][C:10]2[C:11]3[N:20]([CH2:21][C:22]4[CH:27]=[CH:26][C:25]([C:28]([F:31])([F:30])[F:29])=[CH:24][N:23]=4)[C:19]([C:32]4[CH:37]=[CH:36][CH:35]=[C:34]([CH3:38])[CH:33]=4)=[CH:18][C:12]=3[N:13]=C(C#N)[N:15]=2)[CH3:8])[CH2:6][CH2:5][CH2:4]1.[CH2:39]([OH:41])[CH3:40], predict the reaction product.